This data is from Full USPTO retrosynthesis dataset with 1.9M reactions from patents (1976-2016). The task is: Predict the reactants needed to synthesize the given product. (1) Given the product [Cl:1][C:2]1[CH:7]=[C:6]([Cl:8])[CH:5]=[CH:4][C:3]=1[C:9]1[N:10]=[C:11](/[CH:14]=[CH:15]/[C:16]2[CH:21]=[CH:20][C:19]([C:22]3[CH:23]=[CH:24][C:25]([O:28][CH3:29])=[CH:26][CH:27]=3)=[CH:18][CH:17]=2)[N:12]([CH3:30])[CH:13]=1, predict the reactants needed to synthesize it. The reactants are: [Cl:1][C:2]1[CH:7]=[C:6]([Cl:8])[CH:5]=[CH:4][C:3]=1[C:9]1[N:10]=[C:11](/[CH:14]=[CH:15]/[C:16]2[CH:21]=[CH:20][C:19]([C:22]3[CH:27]=[CH:26][C:25]([O:28][CH3:29])=[CH:24][CH:23]=3)=[CH:18][CH:17]=2)[NH:12][CH:13]=1.[CH3:30]I. (2) Given the product [O:1]1[C:5]2[CH:6]=[CH:7][C:8]([C:10]3([C:13]([NH:15][C:16]4[CH:17]=[C:18]5[C:22](=[CH:23][CH:24]=4)[NH:21][C:20]([C:25]([CH3:28])([CH3:26])[CH3:27])=[C:19]5/[CH:29]=[N:32]\[OH:33])=[O:14])[CH2:12][CH2:11]3)=[CH:9][C:4]=2[O:3][CH2:2]1, predict the reactants needed to synthesize it. The reactants are: [O:1]1[C:5]2[CH:6]=[CH:7][C:8]([C:10]3([C:13]([NH:15][C:16]4[CH:17]=[C:18]5[C:22](=[CH:23][CH:24]=4)[NH:21][C:20]([C:25]([CH3:28])([CH3:27])[CH3:26])=[C:19]5[CH:29]=O)=[O:14])[CH2:12][CH2:11]3)=[CH:9][C:4]=2[O:3][CH2:2]1.Cl.[NH2:32][OH:33]. (3) Given the product [OH:1][C:2]1[CH:3]=[C:4]([CH:8]=[CH:9][C:10]=1[CH2:11][C:12]1[CH:17]=[CH:16][C:15]([O:18][CH3:19])=[CH:14][CH:13]=1)[C:5]#[N:7], predict the reactants needed to synthesize it. The reactants are: [OH:1][C:2]1[CH:3]=[C:4]([CH:8]=[CH:9][C:10]=1[CH2:11][C:12]1[CH:17]=[CH:16][C:15]([O:18][CH3:19])=[CH:14][CH:13]=1)[C:5]([NH2:7])=O.C(N(CC)CC)C.FC(F)(F)S(OS(C(F)(F)F)(=O)=O)(=O)=O.O. (4) Given the product [CH2:1]([N:3]1[CH2:7][CH2:6][CH2:5][CH:4]1[CH2:8][O:9][C:10]1[CH:11]=[C:12]2[C:17](=[CH:18][CH:19]=1)[CH:16]=[C:15]([C:20]1[C:28]3[C:23](=[CH:24][CH:25]=[C:26]([C:29]([N:30]4[CH2:51][CH2:50][CH2:49][CH2:54]4)=[O:64])[CH:27]=3)[NH:22][N:21]=1)[CH:14]=[CH:13]2)[CH3:2], predict the reactants needed to synthesize it. The reactants are: [CH2:1]([N:3]1[CH2:7][CH2:6][CH2:5][CH:4]1[CH2:8][O:9][C:10]1[CH:11]=[C:12]2[C:17](=[CH:18][CH:19]=1)[CH:16]=[C:15]([C:20]1[C:28]3[C:23](=[CH:24][CH:25]=[C:26]([C:29]#[N:30])[CH:27]=3)[N:22](C3CCCCO3)[N:21]=1)[CH:14]=[CH:13]2)[CH3:2].[OH-].[K+].F[P-](F)(F)(F)(F)F.N1(OC(N(C)C)=[N+](C)C)[C:50]2[CH:51]=CC=[CH:54][C:49]=2N=N1.O.[OH:64]N1C2C=CC=CC=2N=N1.C(N(CC)CC)C.N1CCCC1.